This data is from TCR-epitope binding with 47,182 pairs between 192 epitopes and 23,139 TCRs. The task is: Binary Classification. Given a T-cell receptor sequence (or CDR3 region) and an epitope sequence, predict whether binding occurs between them. (1) The epitope is TFYLTNDVSFL. The TCR CDR3 sequence is CASSLLGGPDTQYF. Result: 0 (the TCR does not bind to the epitope). (2) The epitope is ITEEVGHTDLMAAY. The TCR CDR3 sequence is CASSAGTLNTEAFF. Result: 1 (the TCR binds to the epitope). (3) The epitope is VLQAVGACV. The TCR CDR3 sequence is CASSVGTGALEQFF. Result: 1 (the TCR binds to the epitope). (4) The epitope is LLALHRSYL. The TCR CDR3 sequence is CASSYPGLAGQQYF. Result: 0 (the TCR does not bind to the epitope). (5) The epitope is YLDAYNMMI. The TCR CDR3 sequence is CASSLGWENSPLHF. Result: 0 (the TCR does not bind to the epitope).